Dataset: Reaction yield outcomes from USPTO patents with 853,638 reactions. Task: Predict the reaction yield, written as a fraction of the theoretical maximum amount of product (1.0 means a 100% yield; for example, 0.34 means a 34% yield). (1) The reactants are [Br:1][C:2]1[S:6][C:5]([C:7](/[C:9](=[CH:14]/[C:15]2[CH:20]=[CH:19][C:18]([Cl:21])=[CH:17][CH:16]=2)/[C:10]([O:12][CH3:13])=[O:11])=[O:8])=[CH:4][CH:3]=1.ClCCCl.[Cl-].[Cl-].[Cl-].[Al+3]. No catalyst specified. The product is [Br:1][C:2]1[S:6][C:5]2[C:7](=[O:8])[C@@H:9]([C:10]([O:12][CH3:13])=[O:11])[C@H:14]([C:15]3[CH:16]=[CH:17][C:18]([Cl:21])=[CH:19][CH:20]=3)[C:4]=2[CH:3]=1. The yield is 0.600. (2) The reactants are [F:1][C:2]1[CH:9]=[C:8]([OH:10])[CH:7]=[CH:6][C:3]=1[C:4]#[N:5].C(=O)([O-])[O-].[K+].[K+].[CH2:17](Br)[C:18]1[CH:23]=[CH:22][CH:21]=[CH:20][CH:19]=1.[I-].[K+]. The catalyst is CC(C)=O.O. The product is [CH2:17]([O:10][C:8]1[CH:7]=[CH:6][C:3]([C:4]#[N:5])=[C:2]([F:1])[CH:9]=1)[C:18]1[CH:23]=[CH:22][CH:21]=[CH:20][CH:19]=1. The yield is 0.900. (3) The reactants are [C:1]1([CH:7]([CH3:9])[CH3:8])[CH:6]=[CH:5][CH:4]=[CH:3][CH:2]=1.[Cl-].[Al+3].[Cl-].[Cl-].[Br:14][CH2:15][C:16](Br)=[O:17]. The catalyst is ClCCl. The product is [Br:14][CH2:15][C:16]([C:4]1[CH:5]=[CH:6][C:1]([CH:7]([CH3:9])[CH3:8])=[CH:2][CH:3]=1)=[O:17]. The yield is 0.990. (4) The reactants are [CH3:1][O:2][C:3]([C:5]1([C:8]2[CH:13]=[CH:12][C:11]([O:14]C)=[C:10]([N+:16]([O-:18])=[O:17])[CH:9]=2)[CH2:7][CH2:6]1)=[O:4].B(Br)(Br)Br.O. The product is [CH3:1][O:2][C:3]([C:5]1([C:8]2[CH:13]=[CH:12][C:11]([OH:14])=[C:10]([N+:16]([O-:18])=[O:17])[CH:9]=2)[CH2:6][CH2:7]1)=[O:4]. The catalyst is C(Cl)Cl. The yield is 0.780. (5) The reactants are [Cl:1][C:2]1[CH:7]=[CH:6][C:5]([Cl:8])=[CH:4][C:3]=1[NH:9][C:10](NC1C=C2C(=CC=1)N(CCC)NC2=O)=[O:11].C(N1C2C(=CC([N+]([O-])=O)=CC=2)C(=O)N1)C=C. No catalyst specified. The product is [Cl:1][C:2]1[CH:7]=[CH:6][C:5]([Cl:8])=[CH:4][C:3]=1[N:9]=[C:10]=[O:11]. The yield is 0.740. (6) The reactants are [CH3:1][C:2]1[C:11](OS(C(F)(F)F)(=O)=O)=[CH:10][CH:9]=[C:8]2[C:3]=1[CH2:4][CH2:5][N:6]([C:20]([O:22][C:23]([CH3:26])([CH3:25])[CH3:24])=[O:21])[CH2:7]2.C([O-])(=O)C.[K+].[CH3:32][C:33]1([CH3:49])[C:37]([CH3:39])([CH3:38])[O:36][B:35]([B:35]2[O:36][C:37]([CH3:39])([CH3:38])[C:33]([CH3:49])([CH3:32])[O:34]2)[O:34]1. The catalyst is O1CCOCC1.C1C=CC(P(C2C=CC=CC=2)[C-]2C=CC=C2)=CC=1.C1C=CC(P(C2C=CC=CC=2)[C-]2C=CC=C2)=CC=1.Cl[Pd]Cl.[Fe+2]. The product is [CH3:1][C:2]1[C:11]([B:35]2[O:36][C:37]([CH3:39])([CH3:38])[C:33]([CH3:49])([CH3:32])[O:34]2)=[CH:10][CH:9]=[C:8]2[C:3]=1[CH2:4][CH2:5][N:6]([C:20]([O:22][C:23]([CH3:26])([CH3:25])[CH3:24])=[O:21])[CH2:7]2. The yield is 0.920. (7) The reactants are [C:1]([OH:5])(C)([CH3:3])[CH3:2].CC[C@@H]1[C@@H]2C[C@H]([C@@H](OC3C4C(=CC=CC=4)C(O[C@@H](C4C=CN=C5C=4C=C(OC)C=C5)[C@@H]4N5C[C@H](CC)[C@@H](CC5)C4)=NN=3)C3C=CN=C4C=3C=C([O:27]C)C=C4)N(CC2)C1.[F:64][C:65]([F:77])([F:76])[CH2:66][O:67][C:68]1[CH:73]=[CH:72]C(C=C)=[CH:70][N:69]=1. The catalyst is O. The product is [F:64][C:65]([F:77])([F:76])[CH2:66][O:67][C:68]1[N:69]=[CH:70][C:2]([CH:1]([OH:5])[CH2:3][OH:27])=[CH:72][CH:73]=1. The yield is 0.860. (8) The reactants are [OH:1][C:2]1[CH:3]=[C:4]2[C:9](=[CH:10][CH:11]=1)[C:8](=[O:12])[N:7]([CH2:13][CH:14]([CH3:16])[CH3:15])[C:6]([CH2:17][NH:18][C:19](=[O:25])[O:20][C:21]([CH3:24])([CH3:23])[CH3:22])=[C:5]2[C:26]1[CH:31]=[CH:30][CH:29]=[CH:28][CH:27]=1.[H-].[Na+].Br[C:35]([CH3:41])([CH3:40])[C:36]([O:38][CH3:39])=[O:37].O. The catalyst is CN(C)C=O. The product is [C:21]([O:20][C:19]([NH:18][CH2:17][C:6]1[N:7]([CH2:13][CH:14]([CH3:16])[CH3:15])[C:8](=[O:12])[C:9]2[C:4]([C:5]=1[C:26]1[CH:27]=[CH:28][CH:29]=[CH:30][CH:31]=1)=[CH:3][C:2]([O:1][C:35]([CH3:41])([CH3:40])[C:36]([O:38][CH3:39])=[O:37])=[CH:11][CH:10]=2)=[O:25])([CH3:24])([CH3:22])[CH3:23]. The yield is 0.596. (9) The reactants are [C:1]([NH:5][C:6]([C:8]1[C:12]2=[N:13][C:14]([C:17]3[CH:18]=[CH:19][CH:20]=[C:21]4[C:25]=3[N:24](COCC[Si](C)(C)C)[N:23]=[CH:22]4)=[CH:15][N:16]=[C:11]2[NH:10][CH:9]=1)=[O:7])([CH3:4])([CH3:3])[CH3:2].[ClH:34]. The catalyst is O1CCOCC1. The product is [ClH:34].[C:1]([NH:5][C:6]([C:8]1[C:12]2=[N:13][C:14]([C:17]3[CH:18]=[CH:19][CH:20]=[C:21]4[C:25]=3[NH:24][N:23]=[CH:22]4)=[CH:15][N:16]=[C:11]2[NH:10][CH:9]=1)=[O:7])([CH3:4])([CH3:2])[CH3:3]. The yield is 0.210.